From a dataset of Forward reaction prediction with 1.9M reactions from USPTO patents (1976-2016). Predict the product of the given reaction. (1) Given the reactants [Br:1][C:2]1[CH:7]=[CH:6][C:5]([C@@H:8]([N:10]2[CH2:15][CH2:14][C:13]([CH2:21][CH:22]3[CH2:24][CH2:23]3)([CH2:16][C:17]3([CH3:20])[CH2:19][O:18]3)[O:12][C:11]2=[O:25])[CH3:9])=[CH:4][CH:3]=1.OO, predict the reaction product. The product is: [Br:1][C:2]1[CH:7]=[CH:6][C:5]([C@@H:8]([N:10]2[CH2:15][CH2:14][C@@:13]([CH2:21][CH:22]3[CH2:24][CH2:23]3)([CH2:16][C:17]([OH:18])([CH3:20])[CH3:19])[O:12][C:11]2=[O:25])[CH3:9])=[CH:4][CH:3]=1. (2) Given the reactants [N+:1]([C:4]1[CH:5]=[N:6][N:7]([CH2:9][CH2:10][NH:11][C:12](=[O:14])[CH3:13])[CH:8]=1)([O-])=O, predict the reaction product. The product is: [NH2:1][C:4]1[CH:5]=[N:6][N:7]([CH2:9][CH2:10][NH:11][C:12](=[O:14])[CH3:13])[CH:8]=1. (3) Given the reactants Cl.Cl.[NH2:3][CH2:4][C:5]1[NH:18][C:8]2=[C:9]3[C:14](=[CH:15][CH:16]=[C:7]2[C:6]=1[C:19]([OH:21])=O)[CH:13]=[N:12][C:11]([Cl:17])=[CH:10]3.[C:22](O[C:22]([O:24][C:25]([CH3:28])([CH3:27])[CH3:26])=[O:23])([O:24][C:25]([CH3:28])([CH3:27])[CH3:26])=[O:23], predict the reaction product. The product is: [C:25]([O:24][C:22]([N:3]1[C:19](=[O:21])[C:6]2[C:7]3[CH:16]=[CH:15][C:14]4[CH:13]=[N:12][C:11]([Cl:17])=[CH:10][C:9]=4[C:8]=3[N:18]([C:22]([O:24][C:25]([CH3:28])([CH3:27])[CH3:26])=[O:23])[C:5]=2[CH2:4]1)=[O:23])([CH3:28])([CH3:27])[CH3:26].